Dataset: Reaction yield outcomes from USPTO patents with 853,638 reactions. Task: Predict the reaction yield, written as a fraction of the theoretical maximum amount of product (1.0 means a 100% yield; for example, 0.34 means a 34% yield). (1) The reactants are [C:1]1([CH3:15])[CH:6]=[CH:5][C:4]([O:7][C:8]2[CH:14]=[CH:13][C:11]([NH2:12])=[CH:10][CH:9]=2)=[CH:3][CH:2]=1.[CH2:16]([O:23][CH2:24][C@H:25]([NH:29]C(OC(C)(C)C)=O)[C:26](O)=[O:27])[C:17]1[CH:22]=[CH:21][CH:20]=[CH:19][CH:18]=1. No catalyst specified. The product is [NH2:29][C@@H:25]([CH2:24][O:23][CH2:16][C:17]1[CH:22]=[CH:21][CH:20]=[CH:19][CH:18]=1)[C:26]([NH:12][C:11]1[CH:13]=[CH:14][C:8]([O:7][C:4]2[CH:3]=[CH:2][C:1]([CH3:15])=[CH:6][CH:5]=2)=[CH:9][CH:10]=1)=[O:27]. The yield is 0.920. (2) The reactants are Br[C:2]1[CH:3]=[C:4]([C:15]([NH:17][CH2:18][C:19]2[C:20](=[O:27])[NH:21][C:22]([CH3:26])=[CH:23][C:24]=2[CH3:25])=[O:16])[C:5]2[CH:10]=[N:9][N:8]([CH:11]3[CH2:14][CH2:13][CH2:12]3)[C:6]=2[N:7]=1.[CH3:28][C:29]1([CH3:46])[CH2:34][C:33](B2OC(C)(C)C(C)(C)O2)=[CH:32][C:31]([CH3:45])([CH3:44])[NH:30]1.C([O-])([O-])=O.[Na+].[Na+].CCOC(C)=O. The catalyst is O1CCOCC1.C1C=CC([P]([Pd]([P](C2C=CC=CC=2)(C2C=CC=CC=2)C2C=CC=CC=2)([P](C2C=CC=CC=2)(C2C=CC=CC=2)C2C=CC=CC=2)[P](C2C=CC=CC=2)(C2C=CC=CC=2)C2C=CC=CC=2)(C2C=CC=CC=2)C2C=CC=CC=2)=CC=1. The product is [CH:11]1([N:8]2[C:6]3[N:7]=[C:2]([C:33]4[CH2:32][C:31]([CH3:45])([CH3:44])[NH:30][C:29]([CH3:46])([CH3:28])[CH:34]=4)[CH:3]=[C:4]([C:15]([NH:17][CH2:18][C:19]4[C:20](=[O:27])[NH:21][C:22]([CH3:26])=[CH:23][C:24]=4[CH3:25])=[O:16])[C:5]=3[CH:10]=[N:9]2)[CH2:14][CH2:13][CH2:12]1. The yield is 0.800.